The task is: Predict which catalyst facilitates the given reaction.. This data is from Catalyst prediction with 721,799 reactions and 888 catalyst types from USPTO. (1) Product: [Cl:3][C:1]1[C:18]2[C:17](=[CH:13][CH:12]=[C:11]([F:10])[CH:19]=2)[N:16]([CH3:20])[C:15]=1[C:21]([NH:23][C@H:24]([C:28]([NH:30][CH:31]([C:40](=[O:43])[CH2:41][F:42])[CH2:32][C:33]([O:35][C:36]([CH3:37])([CH3:38])[CH3:39])=[O:34])=[O:29])[CH:25]([CH3:27])[CH3:26])=[O:22]. Reactant: [CH2:1]([Cl:3])Cl.C(Cl)(=O)C(Cl)=O.[F:10][C:11]1[CH:12]=[C:13]2[C:17](=[CH:18][CH:19]=1)[N:16]([CH3:20])[C:15]([C:21]([NH:23][C@H:24]([C:28]([NH:30][CH:31]([CH:40]([OH:43])[CH2:41][F:42])[CH2:32][C:33]([O:35][C:36]([CH3:39])([CH3:38])[CH3:37])=[O:34])=[O:29])[CH:25]([CH3:27])[CH3:26])=[O:22])=C2. The catalyst class is: 16. (2) Reactant: Cl[C:2]1[N:7]=[C:6]([NH:8][C:9]2[CH:10]=[C:11]3[C:15](=[CH:16][CH:17]=2)[NH:14][N:13]=[CH:12]3)[CH:5]=[CH:4][N:3]=1.[Cl:18][C:19]1[CH:20]=[C:21]2[C:25](=[CH:26][CH:27]=1)[CH2:24][NH:23][CH2:22]2.CCN(C(C)C)C(C)C. Product: [Cl:18][C:19]1[CH:20]=[C:21]2[C:25](=[CH:26][CH:27]=1)[CH2:24][N:23]([C:2]1[N:7]=[C:6]([NH:8][C:9]3[CH:10]=[C:11]4[C:15](=[CH:16][CH:17]=3)[NH:14][N:13]=[CH:12]4)[CH:5]=[CH:4][N:3]=1)[CH2:22]2. The catalyst class is: 10. (3) Reactant: [C:1]([O:5][C:6]([N:8]1[CH2:13][CH2:12][N:11]([C:14]2[N:15]=[N:16][C:17]([C:27]([F:30])([F:29])[F:28])=[C:18]([C:20]3[CH:25]=[CH:24][C:23](Br)=[CH:22][CH:21]=3)[CH:19]=2)[CH2:10][CH2:9]1)=[O:7])([CH3:4])([CH3:3])[CH3:2].[F:31][C:32]1[CH:37]=[CH:36][C:35](B(O)O)=[CH:34][CH:33]=1.P([O-])([O-])([O-])=O.[K+].[K+].[K+]. Product: [C:1]([O:5][C:6]([N:8]1[CH2:13][CH2:12][N:11]([C:14]2[N:15]=[N:16][C:17]([C:27]([F:30])([F:29])[F:28])=[C:18]([C:20]3[CH:25]=[CH:24][C:23]([C:35]4[CH:36]=[CH:37][C:32]([F:31])=[CH:33][CH:34]=4)=[CH:22][CH:21]=3)[CH:19]=2)[CH2:10][CH2:9]1)=[O:7])([CH3:4])([CH3:3])[CH3:2]. The catalyst class is: 346. (4) Reactant: [F-].C([N+](CCCC)(CCCC)CCCC)CCC.[O:19]([CH:27]1[CH2:32][CH2:31][N:30]([C:33]2[CH:40]=[CH:39][C:36]([C:37]#[N:38])=[CH:35][CH:34]=2)[CH2:29][CH2:28]1)[Si](C(C)(C)C)(C)C. Product: [OH:19][CH:27]1[CH2:28][CH2:29][N:30]([C:33]2[CH:40]=[CH:39][C:36]([C:37]#[N:38])=[CH:35][CH:34]=2)[CH2:31][CH2:32]1. The catalyst class is: 1. (5) Reactant: Br[CH2:2][C:3]1[C:12]2[C:7](=[CH:8][CH:9]=[CH:10][CH:11]=2)[C:6]([C:13]([O:15][CH3:16])=[O:14])=[CH:5][CH:4]=1.[N-:17]=[N+:18]=[N-:19].[Na+]. Product: [N:17]([CH2:2][C:3]1[C:12]2[C:7](=[CH:8][CH:9]=[CH:10][CH:11]=2)[C:6]([C:13]([O:15][CH3:16])=[O:14])=[CH:5][CH:4]=1)=[N+:18]=[N-:19]. The catalyst class is: 58. (6) Reactant: [C:1]([O:4][C:5]1[CH:6]=[C:7]([CH:13]=[CH:14][C:15]=1[O:16][C:17](=[O:19])[CH3:18])/[CH:8]=[CH:9]/[C:10](O)=[O:11])(=[O:3])[CH3:2].S(Cl)([Cl:22])=O. Product: [C:1]([O:4][C:5]1[CH:6]=[C:7]([CH:13]=[CH:14][C:15]=1[O:16][C:17](=[O:19])[CH3:18])/[CH:8]=[CH:9]/[C:10]([Cl:22])=[O:11])(=[O:3])[CH3:2]. The catalyst class is: 344. (7) Reactant: [NH2:1][C@H:2]1[CH2:6][CH2:5][N:4]([C:7]([O:9][C:10]([CH3:13])([CH3:12])[CH3:11])=[O:8])[CH2:3]1.[F:14][C:15]([F:22])([F:21])[C:16](OCC)=[O:17]. Product: [F:14][C:15]([F:22])([F:21])[C:16]([NH:1][C@H:2]1[CH2:6][CH2:5][N:4]([C:7]([O:9][C:10]([CH3:13])([CH3:12])[CH3:11])=[O:8])[CH2:3]1)=[O:17]. The catalyst class is: 8.